Predict which catalyst facilitates the given reaction. From a dataset of Catalyst prediction with 721,799 reactions and 888 catalyst types from USPTO. (1) Reactant: [O:1]1[CH2:5][CH2:4][CH:3]([O:6][CH:7]([C:9]2[CH:18]=[CH:17][C:12]([C:13]([O:15]C)=[O:14])=[CH:11][CH:10]=2)[CH3:8])[CH2:2]1.O.[OH-].[Li+].Cl. Product: [O:1]1[CH2:5][CH2:4][CH:3]([O:6][CH:7]([C:9]2[CH:18]=[CH:17][C:12]([C:13]([OH:15])=[O:14])=[CH:11][CH:10]=2)[CH3:8])[CH2:2]1. The catalyst class is: 24. (2) The catalyst class is: 119. Reactant: [NH:1]1[CH:5]=[CH:4][C:3]([CH2:6][CH2:7][C:8]2[CH:12]=[CH:11][NH:10][N:9]=2)=[N:2]1.[C:13](O[C:13]([O:15][C:16]([CH3:19])([CH3:18])[CH3:17])=[O:14])([O:15][C:16]([CH3:19])([CH3:18])[CH3:17])=[O:14]. Product: [CH2:6]([C:3]1[CH:4]=[CH:5][N:1]([C:13]([O:15][C:16]([CH3:19])([CH3:18])[CH3:17])=[O:14])[N:2]=1)[CH2:7][C:8]1[CH:12]=[CH:11][N:10]([C:13]([O:15][C:16]([CH3:19])([CH3:18])[CH3:17])=[O:14])[N:9]=1.